From a dataset of Forward reaction prediction with 1.9M reactions from USPTO patents (1976-2016). Predict the product of the given reaction. (1) The product is: [C:1]([N:4]1[CH2:8][CH2:7][C:6]2([C:16]3[C:11](=[CH:12][CH:13]=[C:14]([CH:17]([OH:18])[CH3:28])[CH:15]=3)[N:10]([C:19]([NH:21][C:22]3[S:23][C:24]([Cl:27])=[CH:25][N:26]=3)=[O:20])[CH2:9]2)[CH2:5]1)(=[O:3])[CH3:2]. Given the reactants [C:1]([N:4]1[CH2:8][CH2:7][C:6]2([C:16]3[C:11](=[CH:12][CH:13]=[C:14]([CH:17]=[O:18])[CH:15]=3)[N:10]([C:19]([NH:21][C:22]3[S:23][C:24]([Cl:27])=[CH:25][N:26]=3)=[O:20])[CH2:9]2)[CH2:5]1)(=[O:3])[CH3:2].[CH3:28][Mg]Br, predict the reaction product. (2) Given the reactants [Cl:1][C:2]1[CH:7]=[CH:6][CH:5]=[C:4]([Cl:8])[C:3]=1[C:9]1[C:13]([CH2:14][O:15][C:16]2[CH:17]=[C:18]3[C:23](=[CH:24][CH:25]=2)[CH:22]=[C:21]([C:26]2[CH:31]=[CH:30][N:29]=[C:28]([C:32]([O:34]C)=[O:33])[CH:27]=2)[CH:20]=[CH:19]3)=[C:12]([CH:36]([CH3:38])[CH3:37])[O:11][N:10]=1.[OH-].[Na+].CO, predict the reaction product. The product is: [Cl:8][C:4]1[CH:5]=[CH:6][CH:7]=[C:2]([Cl:1])[C:3]=1[C:9]1[C:13]([CH2:14][O:15][C:16]2[CH:17]=[C:18]3[C:23](=[CH:24][CH:25]=2)[CH:22]=[C:21]([C:26]2[CH:31]=[CH:30][N:29]=[C:28]([C:32]([OH:34])=[O:33])[CH:27]=2)[CH:20]=[CH:19]3)=[C:12]([CH:36]([CH3:38])[CH3:37])[O:11][N:10]=1. (3) Given the reactants [CH3:1][C:2]1[N:7]=[C:6]([NH2:8])[C:5]([NH2:9])=[CH:4][CH:3]=1.Cl[C:11]1[N:19]=[C:18]([C:20]([F:23])([F:22])[F:21])[CH:17]=[CH:16][C:12]=1[C:13](O)=O.B.S(C)C.Cl.C(=O)(O)[O-].[Na+], predict the reaction product. The product is: [CH3:1][C:2]1[CH:3]=[CH:4][C:5]2[NH:9][C:11]3[N:19]=[C:18]([C:20]([F:23])([F:21])[F:22])[CH:17]=[CH:16][C:12]=3[CH2:13][NH:8][C:6]=2[N:7]=1. (4) Given the reactants [CH3:1][C:2]1[C:6]2[CH:7]=[C:8]([CH:11]=[C:12]3[S:16][C:15](=[O:17])[NH:14][C:13]3=[O:18])[CH:9]=[CH:10][C:5]=2[O:4][CH:3]=1.[Br:19]Br, predict the reaction product. The product is: [Br:19][C:3]1[O:4][C:5]2[CH:10]=[CH:9][C:8]([CH:11]=[C:12]3[S:16][C:15](=[O:17])[NH:14][C:13]3=[O:18])=[CH:7][C:6]=2[C:2]=1[CH3:1]. (5) Given the reactants [CH3:1][C:2]1([CH3:23])[C:7]2[CH:8]=[C:9]3[C:14](=[CH:15][C:6]=2[C:5]([CH3:22])([CH3:21])[CH2:4][CH2:3]1)[O:13][C:12](=[O:16])[CH:11]=[C:10]3[C:17]([F:20])([F:19])[F:18].[H-].C([Al+]CC(C)C)C(C)C, predict the reaction product. The product is: [CH3:1][C:2]1([CH3:23])[C:7]2[CH:8]=[C:9]3[C:14](=[CH:15][C:6]=2[C:5]([CH3:22])([CH3:21])[CH2:4][CH2:3]1)[O:13][CH:12]([OH:16])[CH:11]=[C:10]3[C:17]([F:20])([F:18])[F:19]. (6) Given the reactants CCN(CC)CC.[CH2:8]1[C:12]2([CH2:16][CH2:15][NH:14][CH2:13]2)[CH2:11][CH2:10][N:9]1[C:17]([O:19][C:20]([CH3:23])([CH3:22])[CH3:21])=[O:18].Cl[C:25]1[N:29]([C:30]2[CH:35]=[CH:34][CH:33]=[CH:32][CH:31]=2)[N:28]=[N:27][N:26]=1, predict the reaction product. The product is: [C:30]1([N:29]2[C:25]([N:14]3[CH2:15][CH2:16][C:12]4([CH2:8][N:9]([C:17]([O:19][C:20]([CH3:23])([CH3:22])[CH3:21])=[O:18])[CH2:10][CH2:11]4)[CH2:13]3)=[N:26][N:27]=[N:28]2)[CH:31]=[CH:32][CH:33]=[CH:34][CH:35]=1.